From a dataset of Forward reaction prediction with 1.9M reactions from USPTO patents (1976-2016). Predict the product of the given reaction. Given the reactants [F:1][C:2]([F:16])([F:15])[C:3]1[C:4]([N:9]2[CH2:14][CH2:13][NH:12][CH2:11][CH2:10]2)=[N:5][CH:6]=[CH:7][CH:8]=1.FC1C=CC(N2CCNCC2)=CC=1.[CH:30]1([CH2:33][CH2:34][NH:35][C:36]([C:38]2[N:39]=[N:40][C:41](Cl)=[CH:42][CH:43]=2)=[O:37])[CH2:32][CH2:31]1, predict the reaction product. The product is: [CH:30]1([CH2:33][CH2:34][NH:35][C:36]([C:38]2[N:39]=[N:40][C:41]([N:12]3[CH2:11][CH2:10][N:9]([C:4]4[C:3]([C:2]([F:1])([F:15])[F:16])=[CH:8][CH:7]=[CH:6][N:5]=4)[CH2:14][CH2:13]3)=[CH:42][CH:43]=2)=[O:37])[CH2:32][CH2:31]1.